Dataset: Full USPTO retrosynthesis dataset with 1.9M reactions from patents (1976-2016). Task: Predict the reactants needed to synthesize the given product. Given the product [CH3:12][N:16]([CH3:15])[C:7]1[CH:6]=[C:5]2[C:10](=[CH:9][CH:8]=1)[N:1]=[CH:2][CH:3]=[CH:4]2, predict the reactants needed to synthesize it. The reactants are: [N:1]1[C:10]2[C:5](=[CH:6][C:7](N)=[CH:8][CH:9]=2)[CH:4]=[CH:3][CH:2]=1.[CH2:12]=O.[BH3-][C:15]#[N:16].[Na+].